From a dataset of Human Reference Interactome with 51,813 positive PPI pairs across 8,248 proteins, plus equal number of experimentally-validated negative pairs. Binary Classification. Given two protein amino acid sequences, predict whether they physically interact or not. (1) Protein 1 (ENSG00000077063) has sequence MATDGASCEPDLSRAPEDAAGAAAEAAKKEFDVDTLSKSELRMLLSVMEGELEARDLVIEALRARRKEVFIQERYGRFNLNDPFLALQRDYEAGAGDKEKKPVCTNPLSILEAVMAHCKKMQERMSAQLAAAESRQKKLEMEKLQLQALEQEHKKLAARLEEERGKNKQVVLMLVKECKQLSGKVIEEAQKLEDVMAKLEEEKKKTNELEEELSAEKRRSTEMEAQMEKQLSEFDTEREQLRAKLNREEAHTTDLKEEIDKMRKMIEQLKRGSDSKPSLSLPRKTKDRRLVSISVGTEGT.... Protein 2 (ENSG00000244462) has sequence MAVVIRLQGLPIVAGTMDIRHFFSGLTIPDGGVHIVGGELGEAFIVFATDEDARLGMMRTGGTIKGSKVTLLLSSKTEMQNMIELSRRRFETANLDIPPANASRSGPPPSSGMSSRVNLPTTVSNFNNPSPSVVTATTSVHESNKNIQTFSTASVGTAPPNMGASFGSPTFSSTVPSTASPMNTVPPPPIPPIPAMPSLPPMPSIPPIPVPPPVPTLPPVPPVPPIPPVPSVPPMTPLPPMSGMPPLNPPPVAPLPAGMNGSGAPMNLNNNLNPMFLGPLNPVNPIQMNSQSSVKPLPIN.... Result: 0 (the proteins do not interact). (2) Protein 1 (ENSG00000157985) has sequence MNYQQQLANSAAIRAEIQRFESVHPNIYSIYELLERVEEPVLQNQIREHVIAIEDAFVNSQEWTLSRSVPELKVGIVGNLASGKSALVHRYLTGTYVQEESPEGGRFKKEIVVDGQSYLLLIRDEGGPPEAQFAMWVDAVIFVFSLEDEISFQTVYHYYSRMANYRNTSEIPLVLVGTQDAISSANPRVIDDARARKLSNDLKRCTYYETCATYGLNVERVFQDVAQKIVATRKKQQLSIGPCKSLPNSPSHSSVCSAQVSAVHISQTSNGGGSLSDYSSSVPSTPSTSQKELRIDVPPT.... Protein 2 (ENSG00000109846) has sequence MDIAIHHPWIRRPFFPFHSPSRLFDQFFGEHLLESDLFPTSTSLSPFYLRPPSFLRAPSWFDTGLSEMRLEKDRFSVNLDVKHFSPEELKVKVLGDVIEVHGKHEERQDEHGFISREFHRKYRIPADVDPLTITSSLSSDGVLTVNGPRKQVSGPERTIPITREEKPAVTAAPKK*MDIAIHHPWIRRPFFPFHSPSRLFDQFFGEHLLESDLFPTSTSLSPFYLRPPSFLRAPSWFDTGLSEMRLEKDRFSVMRLEKDRFSVNLDVKHFSPEELKVKVLGDVIEVHGKHEERQDEHGFI.... Result: 0 (the proteins do not interact).